Dataset: Forward reaction prediction with 1.9M reactions from USPTO patents (1976-2016). Task: Predict the product of the given reaction. (1) Given the reactants B(Cl)(Cl)Cl.C([O:12][N:13]1[C:19](=[O:20])[N:18]2[CH2:21][C@H:14]1[CH2:15][CH2:16][C@H:17]2[C:22]1[O:26][N:25]=[C:24]([CH3:27])[N:23]=1)C1C=CC=CC=1, predict the reaction product. The product is: [OH:12][N:13]1[C:19](=[O:20])[N:18]2[CH2:21][C@H:14]1[CH2:15][CH2:16][C@H:17]2[C:22]1[O:26][N:25]=[C:24]([CH3:27])[N:23]=1. (2) Given the reactants [F:1][C:2]1[CH:3]=[C:4]2[C:9](=[CH:10][C:11]=1[F:12])[N:8]=[CH:7][C:6]([C:13]#[N:14])=[C:5]2[SH:15].[CH3:16][O:17][C:18]1[CH:27]=[CH:26][C:21]([C:22](=[O:25])[CH2:23]Br)=[CH:20][CH:19]=1.[OH-].[Na+], predict the reaction product. The product is: [NH2:14][C:13]1[C:6]2[CH:7]=[N:8][C:9]3[CH:10]=[C:11]([F:12])[C:2]([F:1])=[CH:3][C:4]=3[C:5]=2[S:15][C:23]=1[C:22]([C:21]1[CH:26]=[CH:27][C:18]([O:17][CH3:16])=[CH:19][CH:20]=1)=[O:25]. (3) The product is: [CH3:63][O:62][C:59]1[CH:60]=[CH:61][C:56]([C:9]([C:6]2[CH:7]=[CH:8][C:3]([O:2][CH3:1])=[CH:4][CH:5]=2)([C:50]2[CH:51]=[CH:52][CH:53]=[CH:54][CH:55]=2)[O:10][CH2:11][CH2:12][CH2:13][N:14]([C:32]2[CH:37]=[CH:36][C:35]([N:38]=[N:39][C:40]3[CH:45]=[CH:44][C:43]([N+:46]([O-:48])=[O:47])=[CH:42][C:41]=3[Cl:49])=[CH:34][CH:33]=2)[CH2:15][CH2:16][CH2:17][C:18]([N:73]2[C:74]3[C:75](=[C:76]4[C:80](=[CH:81][CH:82]=3)[NH:79][CH:78]([C:83]([O:85][CH3:86])=[O:84])[CH2:77]4)[CH:71]=[CH:72]2)=[O:19])=[CH:57][CH:58]=1. Given the reactants [CH3:1][O:2][C:3]1[CH:8]=[CH:7][C:6]([C:9]([C:56]2[CH:61]=[CH:60][C:59]([O:62][CH3:63])=[CH:58][CH:57]=2)([C:50]2[CH:55]=[CH:54][CH:53]=[CH:52][CH:51]=2)[O:10][CH2:11][CH2:12][CH2:13][N:14]([C:32]2[CH:37]=[CH:36][C:35]([N:38]=[N:39][C:40]3[CH:45]=[CH:44][C:43]([N+:46]([O-:48])=[O:47])=[CH:42][C:41]=3[Cl:49])=[CH:34][CH:33]=2)[CH2:15][CH2:16][CH2:17][C:18](OC2C(F)=C(F)C(F)=C(F)C=2F)=[O:19])=[CH:5][CH:4]=1.C(N(CC)CC)C.[CH:71]1[C:75]2=[C:76]3[C:80](=[CH:81][CH:82]=[C:74]2[NH:73][CH:72]=1)[NH:79][CH:78]([C:83]([O:85][CH3:86])=[O:84])[CH2:77]3, predict the reaction product. (4) Given the reactants Cl.Cl.[CH2:3]([O:5][C:6](=[O:14])[CH2:7][N:8]1[CH2:12][CH2:11][C@@H:10]([NH2:13])[CH2:9]1)[CH3:4].[Cl:15][C:16]1[S:20][C:19]([C:21](O)=[O:22])=[CH:18][CH:17]=1, predict the reaction product. The product is: [CH2:3]([O:5][C:6](=[O:14])[CH2:7][N:8]1[CH2:12][CH2:11][C@@H:10]([NH:13][C:21]([C:19]2[S:20][C:16]([Cl:15])=[CH:17][CH:18]=2)=[O:22])[CH2:9]1)[CH3:4]. (5) Given the reactants [Br:1][C:2]1[CH:7]=[CH:6][C:5]([CH:8]([C:23]2[CH:28]=[CH:27][CH:26]=[CH:25][C:24]=2[CH3:29])[CH2:9][C:10]([C:12]2[CH:13]=[CH:14][C:15](=[O:22])[N:16]([CH2:18][CH2:19][O:20][CH3:21])[CH:17]=2)=O)=[CH:4][CH:3]=1.Cl.[NH2:31][OH:32].C([O-])(O)=O.[Na+], predict the reaction product. The product is: [Br:1][C:2]1[CH:7]=[CH:6][C:5]([CH:8]([C:23]2[CH:28]=[CH:27][CH:26]=[CH:25][C:24]=2[CH3:29])[CH2:9]/[C:10](/[C:12]2[CH:13]=[CH:14][C:15](=[O:22])[N:16]([CH2:18][CH2:19][O:20][CH3:21])[CH:17]=2)=[N:31]\[OH:32])=[CH:4][CH:3]=1. (6) Given the reactants [Cl:1][C:2]1[C:7]([Cl:8])=[CH:6][N:5]=[C:4]2[N:9]([S:13]([C:16]3[CH:22]=[CH:21][C:19]([CH3:20])=[CH:18][CH:17]=3)(=[O:15])=[O:14])[C:10](I)=[CH:11][C:3]=12.CC1(C)C(C)(C)OB([C:31]2[CH2:36][CH2:35][N:34]([C:37]([O:39][C:40]([CH3:43])([CH3:42])[CH3:41])=[O:38])[CH2:33][CH:32]=2)O1.C(=O)([O-])O.[Na+], predict the reaction product. The product is: [Cl:1][C:2]1[C:7]([Cl:8])=[CH:6][N:5]=[C:4]2[N:9]([S:13]([C:16]3[CH:22]=[CH:21][C:19]([CH3:20])=[CH:18][CH:17]=3)(=[O:15])=[O:14])[C:10]([C:31]3[CH2:36][CH2:35][N:34]([C:37]([O:39][C:40]([CH3:43])([CH3:42])[CH3:41])=[O:38])[CH2:33][CH:32]=3)=[CH:11][C:3]=12. (7) Given the reactants [NH2:1][CH:2]1[CH2:7][CH2:6][N:5]([C:8]2[CH:13]=[C:12]([CH3:14])[CH:11]=[CH:10][C:9]=2[NH:15][C:16](=[O:18])[CH3:17])[CH2:4][CH2:3]1.CCN(C(C)C)C(C)C.F[C:29]1[CH:34]=[CH:33][CH:32]=[CH:31][C:30]=1[N+:35]([O-:37])=[O:36].Cl, predict the reaction product. The product is: [CH3:14][C:12]1[CH:11]=[CH:10][C:9]([NH:15][C:16](=[O:18])[CH3:17])=[C:8]([N:5]2[CH2:6][CH2:7][CH:2]([NH:1][C:29]3[CH:34]=[CH:33][CH:32]=[CH:31][C:30]=3[N+:35]([O-:37])=[O:36])[CH2:3][CH2:4]2)[CH:13]=1. (8) Given the reactants [Cl:1][C:2]1[N:10]=[C:9]([NH2:11])[N:8]=[C:7]2[C:3]=1[N:4]=[CH:5][NH:6]2.C/C(/O[Si](C)(C)C)=N\[Si](C)(C)C.C(O[C@@H:28]1[C:32]([F:34])([CH3:33])[C@@:31]([O:36][C:37](=[O:39])[CH3:38])([CH3:35])[CH:30]([CH2:40][O:41][C:42](=[O:49])[C:43]2[CH:48]=[CH:47][CH:46]=[CH:45][CH:44]=2)[O:29]1)(=O)C.Cl[Sn](Cl)(Cl)Cl.C(=O)(O)[O-].[Na+], predict the reaction product. The product is: [C:42]([O:41][CH2:40][C@@H:30]1[C:31]([O:36][C:37](=[O:39])[CH3:38])([CH3:35])[C@:32]([F:34])([CH3:33])[CH:28]([N:6]2[CH:5]=[N:4][C:3]3[C:7]2=[N:8][C:9]([NH2:11])=[N:10][C:2]=3[Cl:1])[O:29]1)(=[O:49])[C:43]1[CH:44]=[CH:45][CH:46]=[CH:47][CH:48]=1. (9) Given the reactants B(Br)(Br)Br.C[O:6][C:7]1[CH:12]=[CH:11][C:10]([C:13]2[N:14]=[CH:15][N:16]([C:18]([N:20]([CH3:31])[CH:21]3[CH2:26][CH2:25][N:24]([C:27](=[O:30])[CH2:28][CH3:29])[CH2:23][CH2:22]3)=[O:19])[CH:17]=2)=[CH:9][C:8]=1[CH3:32].O, predict the reaction product. The product is: [OH:6][C:7]1[CH:12]=[CH:11][C:10]([C:13]2[N:14]=[CH:15][N:16]([C:18]([N:20]([CH3:31])[CH:21]3[CH2:26][CH2:25][N:24]([C:27](=[O:30])[CH2:28][CH3:29])[CH2:23][CH2:22]3)=[O:19])[CH:17]=2)=[CH:9][C:8]=1[CH3:32].